From a dataset of Reaction yield outcomes from USPTO patents with 853,638 reactions. Predict the reaction yield, written as a fraction of the theoretical maximum amount of product (1.0 means a 100% yield; for example, 0.34 means a 34% yield). (1) The reactants are [CH3:1][O:2][C:3]1[CH:4]=[C:5]([NH2:14])[C:6](=[C:10]([O:12][CH3:13])[CH:11]=1)[C:7]([OH:9])=[O:8].[CH2:15](N(CC)CC)[CH3:16].C(OC(=O)C)(=O)C.O. The catalyst is C(Cl)Cl. The product is [CH3:13][O:12][C:10]1[C:6]2[C:7](=[O:9])[O:8][C:15]([CH3:16])=[N:14][C:5]=2[CH:4]=[C:3]([O:2][CH3:1])[CH:11]=1. The yield is 0.510. (2) The yield is 0.990. The product is [CH3:1][O:2][CH2:3][C:4]1[CH:5]=[C:6]([CH:7]=[CH:8][CH:9]=1)[NH2:10]. The catalyst is C(O)(=O)C.[Zn]. The reactants are [CH3:1][O:2][CH2:3][C:4]1[CH:5]=[C:6]([N+:10]([O-])=O)[CH:7]=[CH:8][CH:9]=1. (3) The reactants are C([CH2:8][NH:9][CH2:10][CH2:11][N:12]1[CH2:17][CH2:16][CH:15]([O:18][C:19](=[O:33])[NH:20][C:21]2[CH:26]=[CH:25][CH:24]=[CH:23][C:22]=2[C:27]2[CH:32]=[CH:31][CH:30]=[CH:29][CH:28]=2)[CH2:14][CH2:13]1)C1C=CC=CC=1.CCO.C(OC(C)C)(=O)C. The catalyst is C(Cl)Cl. The product is [CH3:8][NH:9][CH2:10][CH2:11][N:12]1[CH2:17][CH2:16][CH:15]([O:18][C:19](=[O:33])[NH:20][C:21]2[CH:26]=[CH:25][CH:24]=[CH:23][C:22]=2[C:27]2[CH:32]=[CH:31][CH:30]=[CH:29][CH:28]=2)[CH2:14][CH2:13]1. The yield is 0.700.